Dataset: Forward reaction prediction with 1.9M reactions from USPTO patents (1976-2016). Task: Predict the product of the given reaction. (1) Given the reactants [F:1][C:2]1[CH:9]=[CH:8][C:5]([CH:6]=O)=[CH:4][CH:3]=1.Cl.[CH2:11]([O:15][NH2:16])[CH:12]([CH3:14])[CH3:13], predict the reaction product. The product is: [CH2:11]([O:15][N:16]=[CH:6][C:5]1[CH:8]=[CH:9][C:2]([F:1])=[CH:3][CH:4]=1)[CH:12]([CH3:14])[CH3:13]. (2) Given the reactants [CH3:1][O:2][C:3]1[CH:8]=[N+:7]([O-])[CH:6]=[CH:5][N:4]=1.C(N(CC)C1C=CC=CC=1)C.P(Cl)(Cl)([Cl:23])=O, predict the reaction product. The product is: [Cl:23][C:8]1[C:3]([O:2][CH3:1])=[N:4][CH:5]=[CH:6][N:7]=1. (3) Given the reactants [F:1][C:2]1[C:7]([N:8]2[CH2:14][CH2:13][CH2:12][N:11]([CH3:15])[CH2:10][CH2:9]2)=[CH:6][C:5]([NH2:16])=[C:4]([N+:17]([O-])=O)[CH:3]=1.[H][H], predict the reaction product. The product is: [F:1][C:2]1[CH:3]=[C:4]([NH2:17])[C:5]([NH2:16])=[CH:6][C:7]=1[N:8]1[CH2:14][CH2:13][CH2:12][N:11]([CH3:15])[CH2:10][CH2:9]1. (4) Given the reactants [Cl:1][C:2]1[C:7]([Cl:8])=[CH:6][CH:5]=[CH:4][C:3]=1[N:9]1[CH2:14][CH2:13][N:12]([CH2:15][CH2:16][CH2:17][CH2:18][O:19][C:20]2[N:29]=[C:28]3[C:23]([C:24](=[O:33])[C:25]([CH3:32])([CH3:31])[C:26](=[O:30])[NH:27]3)=[CH:22][CH:21]=2)[CH2:11][CH2:10]1.[BH4-].[Na+], predict the reaction product. The product is: [Cl:1][C:2]1[C:7]([Cl:8])=[CH:6][CH:5]=[CH:4][C:3]=1[N:9]1[CH2:14][CH2:13][N:12]([CH2:15][CH2:16][CH2:17][CH2:18][O:19][C:20]2[N:29]=[C:28]3[C:23]([CH:24]([OH:33])[C:25]([CH3:31])([CH3:32])[C:26](=[O:30])[NH:27]3)=[CH:22][CH:21]=2)[CH2:11][CH2:10]1. (5) Given the reactants C(O[B:5]1[O:10][C:9]([CH3:12])([CH3:11])[CH2:8][CH:7]([CH3:13])[O:6]1)(C)C.[C:14]1([Mg]Br)[CH:19]=[CH:18][CH:17]=[CH:16][CH:15]=1.Cl, predict the reaction product. The product is: [CH3:12][C:9]1([CH3:11])[CH2:8][CH:7]([CH3:13])[O:6][B:5]([C:14]2[CH:19]=[CH:18][CH:17]=[CH:16][CH:15]=2)[O:10]1. (6) Given the reactants [H-].[Na+].[CH2:3]([OH:15])[CH2:4][O:5][CH2:6][CH2:7][O:8][CH2:9][CH2:10][O:11][CH2:12][CH2:13][OH:14].ClC[C:18]1[CH:23]=[CH:22][C:21]([CH:24]=[CH2:25])=[CH:20][CH:19]=1.[Cl-].[NH4+].[CH2:28](OCC)C, predict the reaction product. The product is: [C:21]1([C:24](=[CH2:25])[CH2:28][O:14][CH2:13][CH2:12][O:11][CH2:10][CH2:9][O:8][CH2:7][CH2:6][O:5][CH2:4][CH2:3][OH:15])[CH:20]=[CH:19][CH:18]=[CH:23][CH:22]=1. (7) Given the reactants C([N:5]1[C:10](=[O:11])[C:9]([Cl:12])=[C:8]([O:13][CH2:14][C:15]2[CH:20]=[CH:19][C:18]([O:21][CH2:22][CH:23]([OH:25])[CH3:24])=[CH:17][CH:16]=2)[CH:7]=[N:6]1)(C)(C)C.[S:26](Cl)([C:29]1[CH:35]=[CH:34][C:32]([CH3:33])=[CH:31][CH:30]=1)(=[O:28])=[O:27].[CH2:37](N(CC)CC)C.CC[CH2:46][CH2:47][CH3:48], predict the reaction product. The product is: [C:47]([CH:14]([O:13][C:8]1[CH:7]=[N:6][NH:5][C:10](=[O:11])[C:9]=1[Cl:12])[C:15]1[CH:16]=[CH:17][C:18]([O:21][CH2:22][CH:23]([O:25][S:26]([C:29]2[CH:35]=[CH:34][C:32]([CH3:33])=[CH:31][CH:30]=2)(=[O:28])=[O:27])[CH3:24])=[CH:19][CH:20]=1)([CH3:46])([CH3:48])[CH3:37].